This data is from Reaction yield outcomes from USPTO patents with 853,638 reactions. The task is: Predict the reaction yield, written as a fraction of the theoretical maximum amount of product (1.0 means a 100% yield; for example, 0.34 means a 34% yield). (1) The reactants are C(OC(NCC1C=C(NC(=O)COC2C=CC([CH:29]([NH:33][C:34]3[CH:35]=[C:36]4[C:41](=[CH:42][CH:43]=3)[C:40]([N:44]([C:52]([O:54][C:55]([CH3:58])([CH3:57])[CH3:56])=[O:53])[C:45]([O:47][C:48]([CH3:51])([CH3:50])[CH3:49])=[O:46])=[N:39][CH:38]=[CH:37]4)[C:30]([OH:32])=[O:31])=CC=2)C=CC=1)=O)C1C=CC=CC=1.[Si:60]([O:67][CH:68]([CH3:79])[CH2:69][C:70]1[CH:75]=[CH:74][C:73](B(O)O)=[CH:72][CH:71]=1)([C:63]([CH3:66])([CH3:65])[CH3:64])([CH3:62])[CH3:61]. No catalyst specified. The product is [C:48]([O:47][C:45]([N:44]([C:52]([O:54][C:55]([CH3:58])([CH3:56])[CH3:57])=[O:53])[C:40]1[C:41]2[C:36](=[CH:35][C:34]([NH:33][CH:29]([C:73]3[CH:74]=[CH:75][C:70]([CH2:69][CH:68]([O:67][Si:60]([C:63]([CH3:64])([CH3:66])[CH3:65])([CH3:61])[CH3:62])[CH3:79])=[CH:71][CH:72]=3)[C:30]([OH:32])=[O:31])=[CH:43][CH:42]=2)[CH:37]=[CH:38][N:39]=1)=[O:46])([CH3:50])([CH3:51])[CH3:49]. The yield is 0.650. (2) The reactants are B([C:4]1[CH:12]=[CH:11][C:7]([C:8]([OH:10])=[O:9])=[C:6]([F:13])[CH:5]=1)(O)O.C([O-])([O-])=O.[K+].[K+].Br[C:21]1[N:22]=[CH:23][C:24]2[N:25]([C:27]([C:30]3[CH:37]=[CH:36][C:33]([C:34]#[N:35])=[CH:32][CH:31]=3)=[CH:28][N:29]=2)[CH:26]=1. The catalyst is CN(C=O)C.O.C1C=CC(P(C2C=CC=CC=2)[C-]2C=CC=C2)=CC=1.C1C=CC(P(C2C=CC=CC=2)[C-]2C=CC=C2)=CC=1.Cl[Pd]Cl.[Fe+2]. The product is [C:34]([C:33]1[CH:36]=[CH:37][C:30]([C:27]2[N:25]3[CH:26]=[C:21]([C:5]4[C:6]([F:13])=[C:7]([CH:11]=[CH:12][CH:4]=4)[C:8]([OH:10])=[O:9])[N:22]=[CH:23][C:24]3=[N:29][CH:28]=2)=[CH:31][CH:32]=1)#[N:35]. The yield is 0.670. (3) The reactants are [Cl-].O[NH3+:3].[C:4](=[O:7])([O-])[OH:5].[Na+].CS(C)=O.[CH:13]([O:16][C:17]1[CH:22]=[CH:21][C:20]([N:23]2[C:28](=[O:29])[C:27]([CH2:30][C:31]3[CH:36]=[CH:35][C:34]([C:37]4[C:38]([C:43]#[N:44])=[CH:39][CH:40]=[CH:41][CH:42]=4)=[CH:33][CH:32]=3)=[C:26]([CH2:45][CH2:46][CH3:47])[N:25]=[CH:24]2)=[CH:19][CH:18]=1)([CH3:15])[CH3:14]. The catalyst is C(OCC)(=O)C. The product is [CH:13]([O:16][C:17]1[CH:18]=[CH:19][C:20]([N:23]2[C:28](=[O:29])[C:27]([CH2:30][C:31]3[CH:36]=[CH:35][C:34]([C:37]4[CH:42]=[CH:41][CH:40]=[CH:39][C:38]=4[C:43]4[NH:3][C:4](=[O:7])[O:5][N:44]=4)=[CH:33][CH:32]=3)=[C:26]([CH2:45][CH2:46][CH3:47])[N:25]=[CH:24]2)=[CH:21][CH:22]=1)([CH3:15])[CH3:14]. The yield is 0.830.